From a dataset of Full USPTO retrosynthesis dataset with 1.9M reactions from patents (1976-2016). Predict the reactants needed to synthesize the given product. (1) Given the product [NH2:17][C:13]1[N:12]=[C:11]([C:9]2[O:8][C:7]([C:18]3[CH:23]=[CH:22][CH:21]=[CH:20][CH:19]=3)=[C:6]([C:4]([OH:5])=[O:3])[CH:10]=2)[CH:16]=[CH:15][N:14]=1, predict the reactants needed to synthesize it. The reactants are: C([O:3][C:4]([C:6]1[CH:10]=[C:9]([C:11]2[CH:16]=[CH:15][N:14]=[C:13]([NH2:17])[N:12]=2)[O:8][C:7]=1[C:18]1[CH:23]=[CH:22][CH:21]=[CH:20][CH:19]=1)=[O:5])C.[OH-].[Na+].Cl. (2) Given the product [F:12][C:7]1[C:6]([O:13][CH3:14])=[C:5]([CH:4]([NH:15][C:16]2[CH:25]=[CH:24][CH:23]=[C:22]3[C:17]=2[CH:18]=[CH:19][C:20]([CH3:26])=[N:21]3)[C:3]([CH2:2][S:34][CH2:32][CH3:33])([C:28]([F:31])([F:30])[F:29])[OH:27])[CH:10]=[C:9]([F:11])[CH:8]=1, predict the reactants needed to synthesize it. The reactants are: Br[CH2:2][C:3]([C:28]([F:31])([F:30])[F:29])([OH:27])[CH:4]([NH:15][C:16]1[CH:25]=[CH:24][CH:23]=[C:22]2[C:17]=1[CH:18]=[CH:19][C:20]([CH3:26])=[N:21]2)[C:5]1[CH:10]=[C:9]([F:11])[CH:8]=[C:7]([F:12])[C:6]=1[O:13][CH3:14].[CH2:32]([SH:34])[CH3:33].C(=O)([O-])[O-].[Cs+].[Cs+]. (3) Given the product [Cl:10][C:6]1[C:7]([CH:8]=[O:9])=[C:2]([NH:19][CH:13]2[CH2:18][CH2:17][CH2:16][CH2:15][CH2:14]2)[N:3]=[C:4]([S:11][CH3:12])[N:5]=1, predict the reactants needed to synthesize it. The reactants are: Cl[C:2]1[C:7]([CH:8]=[O:9])=[C:6]([Cl:10])[N:5]=[C:4]([S:11][CH3:12])[N:3]=1.[CH:13]1([NH2:19])[CH2:18][CH2:17][CH2:16][CH2:15][CH2:14]1. (4) Given the product [C:1]([O:9][CH2:10][CH2:11][O:12][CH2:13][CH2:14][I:16])(=[O:8])[C:2]1[CH:7]=[CH:6][CH:5]=[CH:4][CH:3]=1, predict the reactants needed to synthesize it. The reactants are: [C:1]([O:9][CH2:10][CH2:11][O:12][CH2:13][CH2:14]O)(=[O:8])[C:2]1[CH:7]=[CH:6][CH:5]=[CH:4][CH:3]=1.[I:16]N1C(=O)CCC1=O.C1(P(C2C=CC=CC=2)C2C=CC=CC=2)C=CC=CC=1.C(=O)([O-])O.[Na+].